From a dataset of Full USPTO retrosynthesis dataset with 1.9M reactions from patents (1976-2016). Predict the reactants needed to synthesize the given product. (1) Given the product [Cl:1][C:2]1[N:7]=[CH:6][C:5]([C:8]2[CH:17]=[CH:16][C:11]3[N:12]=[C:13]([NH:15][C:24](=[O:25])[CH2:23][O:22][CH3:21])[S:14][C:10]=3[CH:9]=2)=[CH:4][C:3]=1[N:18]([CH3:20])[CH3:19], predict the reactants needed to synthesize it. The reactants are: [Cl:1][C:2]1[N:7]=[CH:6][C:5]([C:8]2[CH:17]=[CH:16][C:11]3[N:12]=[C:13]([NH2:15])[S:14][C:10]=3[CH:9]=2)=[CH:4][C:3]=1[N:18]([CH3:20])[CH3:19].[CH3:21][O:22][CH2:23][C:24](Cl)=[O:25]. (2) Given the product [F:16][CH:14]([F:15])[CH:13]1[NH:8][CH2:9][C:10]([CH2:18][CH2:19][OH:20])([CH3:17])[O:11][CH2:12]1, predict the reactants needed to synthesize it. The reactants are: C([N:8]1[CH:13]([CH:14]([F:16])[F:15])[CH2:12][O:11][C:10]([CH2:18][CH2:19][O:20]CC2C=CC=CC=2)([CH3:17])[CH2:9]1)C1C=CC=CC=1. (3) Given the product [C:46]12([N:10]3[C:18]4[C:13](=[CH:14][CH:15]=[CH:16][CH:17]=4)[C:12]([C:19]([NH2:3])=[O:21])=[N:11]3)[CH2:55][CH:50]3[CH2:49][CH:48]([CH2:54][CH:52]([CH2:51]3)[CH2:53]1)[CH2:47]2, predict the reactants needed to synthesize it. The reactants are: CC[N:3](C(C)C)C(C)C.[NH:10]1[C:18]2[C:13](=[CH:14][CH:15]=[CH:16][CH:17]=2)[C:12]([C:19]([OH:21])=O)=[N:11]1.CN(C(ON1N=NC2C=CC=CC1=2)=[N+](C)C)C.F[P-](F)(F)(F)(F)F.[C:46]12(N)[CH2:55][CH:50]3[CH2:51][CH:52]([CH2:54][CH:48]([CH2:49]3)[CH2:47]1)[CH2:53]2. (4) Given the product [Cl:18][C:10]1[CH:9]=[C:8]2[C:4]([C:5]([CH:11]3[CH2:15][C:14](=[O:16])[NH:13][C:12]3=[O:17])=[CH:6][NH:7]2)=[CH:3][CH:2]=1, predict the reactants needed to synthesize it. The reactants are: F[C:2]1[CH:3]=[C:4]2[C:8](=[CH:9][CH:10]=1)[NH:7][CH:6]=[C:5]2[CH:11]1[CH2:15][C:14](=[O:16])[NH:13][C:12]1=[O:17].[Cl:18]C1C=C2C(C=CN2)=CC=1.C1(=O)NC(=O)C=C1. (5) Given the product [C:15]([CH:19]1[CH2:24][CH2:23][N:22]([CH2:2][CH2:3][N:4]2[C:8]3=[N:9][CH:10]=[N:11][C:12]([NH2:13])=[C:7]3[CH:6]=[N:5]2)[CH2:21][CH2:20]1)([CH3:18])([CH3:17])[CH3:16], predict the reactants needed to synthesize it. The reactants are: Cl[CH2:2][CH2:3][N:4]1[C:8]2=[N:9][CH:10]=[N:11][C:12]([NH2:13])=[C:7]2[CH:6]=[N:5]1.Cl.[C:15]([CH:19]1[CH2:24][CH2:23][NH:22][CH2:21][CH2:20]1)([CH3:18])([CH3:17])[CH3:16].C([O-])([O-])=O.[K+].[K+].N[C@H](C(O)=O)CC1C=C2C(C=CC=C2)=CC=1. (6) Given the product [S:7]1[CH:11]=[CH:10][CH:9]=[C:8]1[C:12]1[NH:13][C:17](=[O:19])[C:16]2[C:15]=1[C:14](=[O:24])[NH:13][C:12]=2[C:8]1[S:7][CH:5]=[CH:2][CH:3]=1, predict the reactants needed to synthesize it. The reactants are: C[C:2]([CH3:5])([O-])[CH3:3].[K+].[S:7]1[CH:11]=[CH:10][CH:9]=[C:8]1[C:12]#[N:13].[C:14]([O:24]C(C)C)(=O)[CH2:15][CH2:16][C:17]([O:19]C(C)C)=O.Cl. (7) Given the product [CH3:1][O:2][C:3]([C:4]1[CH:9]=[CH:8][C:7]2[N:10]([CH2:11][C:12]3[CH:16]=[C:15]([C:17]4[S:18][C:19]([Cl:22])=[CH:20][CH:21]=4)[O:14][N:13]=3)[C:27]([C:28]([Cl:31])([Cl:30])[Cl:29])=[N:23][C:6]=2[CH:5]=1)=[O:24], predict the reactants needed to synthesize it. The reactants are: [CH3:1][O:2][C:3](=[O:24])[C:4]1[CH:9]=[CH:8][C:7]([NH:10][CH2:11][C:12]2[CH:16]=[C:15]([C:17]3[S:18][C:19]([Cl:22])=[CH:20][CH:21]=3)[O:14][N:13]=2)=[C:6]([NH2:23])[CH:5]=1.CO[C:27](=N)[C:28]([Cl:31])([Cl:30])[Cl:29]. (8) Given the product [NH2:15][C:16]1[S:17][CH:18]=[C:19]([CH2:21][N:11]2[CH2:10][CH2:9][N:8]([C:1]([O:3][C:4]([CH3:7])([CH3:6])[CH3:5])=[O:2])[CH2:13][CH2:12]2)[N:20]=1, predict the reactants needed to synthesize it. The reactants are: [C:1]([N:8]1[CH2:13][CH2:12][NH:11][CH2:10][CH2:9]1)([O:3][C:4]([CH3:7])([CH3:6])[CH3:5])=[O:2].Cl.[NH2:15][C:16]1[S:17][CH:18]=[C:19]([CH2:21]Cl)[N:20]=1.C(=O)([O-])[O-].[K+].[K+].